From a dataset of Reaction yield outcomes from USPTO patents with 853,638 reactions. Predict the reaction yield, written as a fraction of the theoretical maximum amount of product (1.0 means a 100% yield; for example, 0.34 means a 34% yield). (1) The reactants are [N:1]1[C:9]2[C:4](=[N:5][CH:6]=[CH:7][CH:8]=2)[NH:3][C:2]=1[C:10]1[C:11]([O:20][CH3:21])=[CH:12][C:13]([O:18][CH3:19])=[C:14]([CH:17]=1)[CH:15]=O.[C:22]([C:25]1[CH:33]=[CH:32][C:28]([C:29]([OH:31])=[O:30])=[CH:27][CH:26]=1)(=[O:24])[CH3:23]. No catalyst specified. The product is [N:1]1[C:9]2[C:4](=[N:5][CH:6]=[CH:7][CH:8]=2)[NH:3][C:2]=1[C:10]1[C:11]([O:20][CH3:21])=[CH:12][C:13]([O:18][CH3:19])=[C:14](/[CH:15]=[CH:23]/[C:22]([C:25]2[CH:33]=[CH:32][C:28]([C:29]([OH:31])=[O:30])=[CH:27][CH:26]=2)=[O:24])[CH:17]=1. The yield is 0.600. (2) The yield is 0.200. The catalyst is ClCCl.[Ag]C#N. The reactants are [NH:1]1[C:5]2([CH2:10][CH2:9][O:8][CH2:7][CH2:6]2)[CH2:4][CH2:3][CH:2]1[C:11]([O:13][CH2:14][CH3:15])=[O:12].[CH3:16][O:17][C:18]([NH:20][C@H:21]([C:25](Cl)=[O:26])[CH:22]([CH3:24])[CH3:23])=[O:19]. The product is [CH3:16][O:17][C:18]([NH:20][C@H:21]([C:25]([N:1]1[C:5]2([CH2:6][CH2:7][O:8][CH2:9][CH2:10]2)[CH2:4][CH2:3][CH:2]1[C:11]([O:13][CH2:14][CH3:15])=[O:12])=[O:26])[CH:22]([CH3:23])[CH3:24])=[O:19]. (3) The reactants are [CH2:1]([N:8]([CH2:38][C:39]1[CH:44]=[CH:43][CH:42]=[CH:41][CH:40]=1)[CH:9]1[CH2:13][CH:12]([C:14](=O)[CH2:15][NH:16][C:17]2[N:18]=[C:19]3[CH:25]=[CH:24][N:23]([S:26]([C:29]4[CH:35]=[CH:34][C:32]([CH3:33])=[CH:31][CH:30]=4)(=[O:28])=[O:27])[C:20]3=[N:21][CH:22]=2)[CH:11]([CH3:37])[CH2:10]1)[C:2]1[CH:7]=[CH:6][CH:5]=[CH:4][CH:3]=1.COC1C=CC(P2(SP(C3C=CC(OC)=CC=3)(=S)S2)=S)=CC=1. No catalyst specified. The product is [CH2:1]([N:8]([CH2:38][C:39]1[CH:44]=[CH:43][CH:42]=[CH:41][CH:40]=1)[CH:9]1[CH2:13][CH:12]([C:14]2[N:18]3[C:19]4[CH:25]=[CH:24][N:23]([S:26]([C:29]5[CH:35]=[CH:34][C:32]([CH3:33])=[CH:31][CH:30]=5)(=[O:28])=[O:27])[C:20]=4[N:21]=[CH:22][C:17]3=[N:16][CH:15]=2)[CH:11]([CH3:37])[CH2:10]1)[C:2]1[CH:7]=[CH:6][CH:5]=[CH:4][CH:3]=1. The yield is 0.870.